From a dataset of Peptide-MHC class I binding affinity with 185,985 pairs from IEDB/IMGT. Regression. Given a peptide amino acid sequence and an MHC pseudo amino acid sequence, predict their binding affinity value. This is MHC class I binding data. (1) The peptide sequence is SAEVVTLWY. The MHC is HLA-A80:01 with pseudo-sequence HLA-A80:01. The binding affinity (normalized) is 0.0847. (2) The peptide sequence is SAFDERRNRYL. The MHC is HLA-A02:03 with pseudo-sequence HLA-A02:03. The binding affinity (normalized) is 0.210. (3) The peptide sequence is ATNNVFRLK. The MHC is HLA-A01:01 with pseudo-sequence HLA-A01:01. The binding affinity (normalized) is 0.0847.